Dataset: Forward reaction prediction with 1.9M reactions from USPTO patents (1976-2016). Task: Predict the product of the given reaction. (1) The product is: [Cl:1][C:2]1[CH:3]=[C:4]([C:12]2[O:16][N:15]=[C:14]([C:17]3[CH:25]=[CH:24][CH:23]=[C:22]4[C:18]=3[CH2:19][CH2:20][NH:21]4)[N:13]=2)[CH:5]=[CH:6][C:7]=1[O:8][CH2:9][CH2:10][CH3:11]. Given the reactants [Cl:1][C:2]1[CH:3]=[C:4]([C:12]2[O:16][N:15]=[C:14]([C:17]3[CH:25]=[CH:24][CH:23]=[C:22]4[C:18]=3[CH:19]=[CH:20][NH:21]4)[N:13]=2)[CH:5]=[CH:6][C:7]=1[O:8][CH2:9][CH2:10][CH3:11].C(OC1C=C(C2ON=C(C3C=CC=C4C=3C=CN4)N=2)C=CC=1OCC)C, predict the reaction product. (2) Given the reactants I[C:2]1[CH:3]=[C:4]2[C:8](=[CH:9][CH:10]=1)[CH2:7][CH:6]([NH:11][S:12]([CH:15]([CH3:17])[CH3:16])(=[O:14])=[O:13])[CH2:5]2.[NH2:18][S:19]([C:22]1[CH:23]=[C:24](B(O)O)[CH:25]=[CH:26][CH:27]=1)(=[O:21])=[O:20], predict the reaction product. The product is: [OH:13][S:12]([NH:11][CH:6]1[CH2:5][C:4]2[C:8](=[CH:9][CH:10]=[C:2]([C:26]3[CH:27]=[C:22]([S:19]([NH2:18])(=[O:21])=[O:20])[CH:23]=[CH:24][CH:25]=3)[CH:3]=2)[CH2:7]1)([OH:14])[CH:15]([CH3:17])[CH3:16]. (3) Given the reactants [ClH:1].C([N:9]1[CH2:14][CH2:13][C:12]2([CH2:23][C:22](=[O:24])[C:21]3[C:16](=[CH:17][C:18]([F:25])=[CH:19][CH:20]=3)[O:15]2)[CH2:11][CH2:10]1)(OC(C)(C)C)=[O:3], predict the reaction product. The product is: [OH2:3].[ClH:1].[F:25][C:18]1[CH:17]=[C:16]2[C:21]([C:22](=[O:24])[CH2:23][C:12]3([O:15]2)[CH2:13][CH2:14][NH:9][CH2:10][CH2:11]3)=[CH:20][CH:19]=1. (4) The product is: [Cl:50][C:51]1[N:52]=[CH:53][CH:54]=[CH:55][C:56]=1[C:57]([NH:12][CH2:11][C:8]1([C:7]2[C:2]([Cl:1])=[N:3][C:4]([Cl:13])=[CH:5][CH:6]=2)[CH2:9][CH2:10]1)=[O:58]. Given the reactants [Cl:1][C:2]1[C:7]([C:8]2([CH2:11][NH2:12])[CH2:10][CH2:9]2)=[CH:6][CH:5]=[C:4]([Cl:13])[N:3]=1.FC(F)(F)C1C(C(O)=O)=NC=CC=1.CCN=C=NCCCN(C)C.Cl.C1C=C2N=NN(O)C2=CC=1.O.[Cl:50][C:51]1[C:56]([C:57](O)=[O:58])=[CH:55][CH:54]=[CH:53][N:52]=1, predict the reaction product. (5) Given the reactants C1(P([N:15]=[N+:16]=[N-:17])(C2C=CC=CC=2)=O)C=CC=CC=1.C1CCN2C(=NCCC2)CC1.O[CH2:30][C:31]1[N:32]2[CH:38]=[N:37][CH:36]=[C:33]2[S:34][CH:35]=1, predict the reaction product. The product is: [N:15]([CH2:30][C:31]1[N:32]2[CH:38]=[N:37][CH:36]=[C:33]2[S:34][CH:35]=1)=[N+:16]=[N-:17].